Dataset: Reaction yield outcomes from USPTO patents with 853,638 reactions. Task: Predict the reaction yield, written as a fraction of the theoretical maximum amount of product (1.0 means a 100% yield; for example, 0.34 means a 34% yield). (1) The reactants are [O:1]1[C:6]2[CH:7]=[CH:8][CH:9]=[CH:10][C:5]=2[O:4][CH2:3][CH2:2]1.[Cl:11][C:12]1[CH:17]=[CH:16][C:15]([C:18]2(O)[CH2:23][CH2:22][NH:21][CH2:20][CH2:19]2)=[CH:14][CH:13]=1. No catalyst specified. The product is [Cl:11][C:12]1[CH:17]=[CH:16][C:15]([C:18]2([C:9]3[CH:8]=[CH:7][C:6]4[O:1][CH2:2][CH2:3][O:4][C:5]=4[CH:10]=3)[CH2:19][CH2:20][NH:21][CH2:22][CH2:23]2)=[CH:14][CH:13]=1. The yield is 0.680. (2) The reactants are Br[C:2]1[C:10]2[O:9][CH2:8][C@@H:7]([N:11]([C:26](=[O:31])[C:27]([F:30])([F:29])[F:28])[C:12]3[CH:25]=[CH:24][C:15]4[C@H:16]([CH2:19][C:20]([O:22][CH3:23])=[O:21])[CH2:17][O:18][C:14]=4[CH:13]=3)[C:6]=2[CH:5]=[CH:4][CH:3]=1.[CH3:32][C@H:33]1[O:38][C@@H:37]([CH3:39])[CH2:36][NH:35][CH2:34]1.C(=O)([O-])[O-].[Cs+].[Cs+].C1(P(C2C=CC=CC=2)C2C3OC4C(=CC=CC=4P(C4C=CC=CC=4)C4C=CC=CC=4)C(C)(C)C=3C=CC=2)C=CC=CC=1. The catalyst is C1(C)C=CC=CC=1.C1C=CC(/C=C/C(/C=C/C2C=CC=CC=2)=O)=CC=1.C1C=CC(/C=C/C(/C=C/C2C=CC=CC=2)=O)=CC=1.C1C=CC(/C=C/C(/C=C/C2C=CC=CC=2)=O)=CC=1.[Pd].[Pd]. The product is [CH3:39][C@H:37]1[O:38][C@@H:33]([CH3:32])[CH2:34][N:35]([C:2]2[C:10]3[O:9][CH2:8][C@@H:7]([N:11]([C:26](=[O:31])[C:27]([F:30])([F:29])[F:28])[C:12]4[CH:25]=[CH:24][C:15]5[C@H:16]([CH2:19][C:20]([O:22][CH3:23])=[O:21])[CH2:17][O:18][C:14]=5[CH:13]=4)[C:6]=3[CH:5]=[CH:4][CH:3]=2)[CH2:36]1. The yield is 0.790. (3) The reactants are C1(N(Cl)C(=O)N(Cl)C(=O)N1Cl)=O.[Si:13]([O:20][CH2:21][C@@H:22]1[CH2:26][C@@H:25]([OH:27])[CH2:24][N:23]1[C:28]([C:30]1[CH:35]=[C:34]([O:36][CH3:37])[C:33]([O:38][Si:39]([CH:46]([CH3:48])[CH3:47])([CH:43]([CH3:45])[CH3:44])[CH:40]([CH3:42])[CH3:41])=[CH:32][C:31]=1[N+:49]([O-:51])=[O:50])=[O:29])([C:16]([CH3:19])([CH3:18])[CH3:17])([CH3:15])[CH3:14].CC1(C)N([O])C(C)(C)CCC1.C(OCC)(=O)C.CCCCCC. The catalyst is ClCCl. The product is [Si:13]([O:20][CH2:21][C@H:22]1[N:23]([C:28](=[O:29])[C:30]2[CH:35]=[C:34]([O:36][CH3:37])[C:33]([O:38][Si:39]([CH:40]([CH3:41])[CH3:42])([CH:43]([CH3:44])[CH3:45])[CH:46]([CH3:48])[CH3:47])=[CH:32][C:31]=2[N+:49]([O-:51])=[O:50])[CH2:24][C:25](=[O:27])[CH2:26]1)([C:16]([CH3:17])([CH3:18])[CH3:19])([CH3:14])[CH3:15]. The yield is 1.00. (4) The reactants are Cl.[Si]([O:9][CH2:10][C@@H:11]([O:13][CH2:14][C@H:15]([O:26][C:27]1[N:32]=[CH:31][N:30]=[C:29]2[N:33]([C:36]3[C:41]([Cl:42])=[CH:40][CH:39]=[CH:38][N:37]=3)[N:34]=[CH:35][C:28]=12)[C:16]([NH:18][C:19]1[CH:24]=[CH:23][C:22]([Cl:25])=[CH:21][N:20]=1)=[O:17])[CH3:12])(C(C)(C)C)(C)C. The catalyst is C1COCC1.O. The product is [Cl:25][C:22]1[CH:23]=[CH:24][C:19]([NH:18][C:16](=[O:17])[C@@H:15]([O:26][C:27]2[N:32]=[CH:31][N:30]=[C:29]3[N:33]([C:36]4[C:41]([Cl:42])=[CH:40][CH:39]=[CH:38][N:37]=4)[N:34]=[CH:35][C:28]=23)[CH2:14][O:13][C@@H:11]([CH3:12])[CH2:10][OH:9])=[N:20][CH:21]=1. The yield is 0.707. (5) The reactants are [NH2:1][C:2]1[N:11]=[C:10]([O:12][CH2:13][CH:14]2[CH2:16][CH2:15]2)[C:9]2[C:4](=[CH:5][CH:6]=[C:7](Br)[CH:8]=2)[N:3]=1.[F:18][C:19]1[CH:24]=[CH:23][C:22](B(O)O)=[CH:21][CH:20]=1.FC1C=CC(C2C=C3C(=CC=2)N=CN=C3O)=CC=1. No catalyst specified. The product is [NH2:1][C:2]1[N:11]=[C:10]([O:12][CH2:13][CH:14]2[CH2:16][CH2:15]2)[C:9]2[C:4](=[CH:5][CH:6]=[C:7]([C:22]3[CH:23]=[CH:24][C:19]([F:18])=[CH:20][CH:21]=3)[CH:8]=2)[N:3]=1. The yield is 0.970.